From a dataset of Forward reaction prediction with 1.9M reactions from USPTO patents (1976-2016). Predict the product of the given reaction. (1) Given the reactants [CH3:1][S:2]([C:5]1[CH:13]=[CH:12][C:8]([C:9]([OH:11])=O)=[CH:7][CH:6]=1)(=[O:4])=[O:3].[CH3:14][C:15]1([CH3:23])[O:20][C:19](=[O:21])[CH2:18][C:17](=[O:22])[O:16]1.Cl.C(N=C=NCCCN(C)C)C, predict the reaction product. The product is: [CH3:14][C:15]1([CH3:23])[O:20][C:19](=[O:21])[CH:18]([C:9](=[O:11])[C:8]2[CH:7]=[CH:6][C:5]([S:2]([CH3:1])(=[O:3])=[O:4])=[CH:13][CH:12]=2)[C:17](=[O:22])[O:16]1. (2) The product is: [NH2:8][CH2:9][CH2:10][CH2:11][CH2:12][CH2:13][C:14]([NH:15][CH2:16][CH2:17][C:18]1[CH:23]=[CH:22][C:21]([OH:24])=[CH:20][CH:19]=1)=[O:25]. Given the reactants C(OC([NH:8][CH2:9][CH2:10][CH2:11][CH2:12][CH2:13][CH3:14])=O)(C)(C)C.[NH2:15][CH2:16][CH2:17][C:18]1[CH:23]=[CH:22][C:21]([OH:24])=[CH:20][CH:19]=1.[O:25]1CCCC1, predict the reaction product. (3) Given the reactants C([O:4][C:5]1[C:6]([C:17]([CH3:20])([CH3:19])[CH3:18])=[CH:7][C:8]([OH:16])=[C:9]([C:12]=1[CH:13]([CH3:15])[CH3:14])[CH:10]=O)(=O)C.C([O:24][C:25]1[C:26]([CH:38]([CH3:40])[CH3:39])=[CH:27][C:28]([OH:37])=[C:29]([C:32]=1[C:33]([CH3:36])([CH3:35])[CH3:34])[CH:30]=O)(=O)C, predict the reaction product. The product is: [C:17]([C:6]1[C:5]([OH:4])=[C:12]([CH:13]([CH3:14])[CH3:15])[C:9]2[CH2:10][C:25]([CH3:26])([CH3:32])[O:16][C:8]=2[CH:7]=1)([CH3:18])([CH3:19])[CH3:20].[C:33]([C:32]1[C:29]2[CH2:30][C:5]([CH3:6])([CH3:12])[O:37][C:28]=2[CH:27]=[C:26]([CH:38]([CH3:40])[CH3:39])[C:25]=1[OH:24])([CH3:34])([CH3:35])[CH3:36]. (4) Given the reactants [Br:1][C:2]1[CH:7]=[C:6]([N+:8]([O-])=O)[CH:5]=[CH:4][C:3]=1[O:11][CH3:12].[CH:13]([Mg]Br)=[CH2:14], predict the reaction product. The product is: [Br:1][C:2]1[C:3]([O:11][CH3:12])=[CH:4][CH:5]=[C:6]2[C:7]=1[CH:13]=[CH:14][NH:8]2. (5) Given the reactants C(OC(=O)[NH:7][CH2:8][C:9]1[N:13]=[C:12]([CH:14]2[CH2:19][CH:18]([C:20]3[CH:25]=[CH:24][C:23]([O:26][C:27]([F:30])([F:29])[F:28])=[CH:22][CH:21]=3)[CH2:17][N:16]([C:31]([N:33]3[CH2:38][CH2:37][O:36][CH2:35][CH2:34]3)=[O:32])[CH2:15]2)[O:11][N:10]=1)(C)(C)C.FC(F)(F)C(O)=O, predict the reaction product. The product is: [N:33]1([C:31]([N:16]2[CH2:17][CH:18]([C:20]3[CH:21]=[CH:22][C:23]([O:26][C:27]([F:28])([F:29])[F:30])=[CH:24][CH:25]=3)[CH2:19][CH:14]([C:12]3[O:11][N:10]=[C:9]([CH2:8][NH2:7])[N:13]=3)[CH2:15]2)=[O:32])[CH2:34][CH2:35][O:36][CH2:37][CH2:38]1. (6) Given the reactants C[Si](C)(C)[N:3]1[CH2:7][C@H:6]([O:8][Si:9]([CH3:12])([CH3:11])[CH3:10])[CH2:5][C@H:4]1[C:13]([O:15][Si:16]([CH3:19])([CH3:18])[CH3:17])=[O:14].[Cl:22][CH2:23][C:24](F)=[O:25].[Si](F)(C)(C)C, predict the reaction product. The product is: [Cl:22][CH2:23][C:24]([N:3]1[CH2:7][C@H:6]([O:8][Si:9]([CH3:10])([CH3:11])[CH3:12])[CH2:5][C@H:4]1[C:13]([O:15][Si:16]([CH3:17])([CH3:18])[CH3:19])=[O:14])=[O:25].